Task: Regression. Given two drug SMILES strings and cell line genomic features, predict the synergy score measuring deviation from expected non-interaction effect.. Dataset: NCI-60 drug combinations with 297,098 pairs across 59 cell lines (1) Drug 1: C1=NC2=C(N=C(N=C2N1C3C(C(C(O3)CO)O)O)F)N. Drug 2: CCC1=C2CN3C(=CC4=C(C3=O)COC(=O)C4(CC)O)C2=NC5=C1C=C(C=C5)O. Cell line: SNB-19. Synergy scores: CSS=12.6, Synergy_ZIP=-4.29, Synergy_Bliss=0.993, Synergy_Loewe=-19.7, Synergy_HSA=-5.27. (2) Drug 1: C1=NC2=C(N1)C(=S)N=C(N2)N. Drug 2: CC1C(C(CC(O1)OC2CC(CC3=C2C(=C4C(=C3O)C(=O)C5=CC=CC=C5C4=O)O)(C(=O)C)O)N)O. Cell line: ACHN. Synergy scores: CSS=46.8, Synergy_ZIP=-9.39, Synergy_Bliss=-8.91, Synergy_Loewe=-18.0, Synergy_HSA=-6.55. (3) Synergy scores: CSS=30.9, Synergy_ZIP=-5.72, Synergy_Bliss=2.28, Synergy_Loewe=-11.5, Synergy_HSA=-0.771. Cell line: DU-145. Drug 2: C1=CN(C=N1)CC(O)(P(=O)(O)O)P(=O)(O)O. Drug 1: C1C(C(OC1N2C=NC3=C(N=C(N=C32)Cl)N)CO)O.